This data is from Catalyst prediction with 721,799 reactions and 888 catalyst types from USPTO. The task is: Predict which catalyst facilitates the given reaction. (1) Reactant: [C:1]([N:3]1[C:11]2[CH:10]=[CH:9][C:8]([CH3:12])=[CH:7][C:6]=2[C:5]2[CH2:13][N:14]([CH3:17])[CH2:15][CH2:16][C:4]1=2)#[CH:2].Br[C:19]1[CH:24]=[CH:23][CH:22]=[CH:21][CH:20]=1.CCCC[N+](CCCC)(CCCC)CCCC.[F-]. Product: [CH3:17][N:14]1[CH2:15][CH2:16][C:4]2[N:3]([C:1]#[C:2][C:19]3[CH:24]=[CH:23][CH:22]=[CH:21][CH:20]=3)[C:11]3[CH:10]=[CH:9][C:8]([CH3:12])=[CH:7][C:6]=3[C:5]=2[CH2:13]1. The catalyst class is: 6. (2) Reactant: [CH3:1][O:2][C:3]1[CH:4]=[C:5]2[C:10](=[CH:11][C:12]=1[O:13][CH3:14])[N:9]=[CH:8][CH:7]=[C:6]2[O:15][C:16]1[CH:17]=[C:18]2[C:23](=[CH:24][CH:25]=1)[C:22]([NH2:26])=[CH:21][CH:20]=[CH:19]2.C([O-])(O)=O.[Na+].[F:32][C:33]1[CH:41]=[CH:40][CH:39]=[CH:38][C:34]=1[C:35](Cl)=[O:36].C(Cl)(Cl)Cl. Product: [CH3:1][O:2][C:3]1[CH:4]=[C:5]2[C:10](=[CH:11][C:12]=1[O:13][CH3:14])[N:9]=[CH:8][CH:7]=[C:6]2[O:15][C:16]1[CH:17]=[C:18]2[C:23](=[CH:24][CH:25]=1)[C:22]([NH:26][C:35](=[O:36])[C:34]1[CH:38]=[CH:39][CH:40]=[CH:41][C:33]=1[F:32])=[CH:21][CH:20]=[CH:19]2. The catalyst class is: 34. (3) Reactant: [CH3:1][N:2]1[CH2:7][CH2:6][N:5]([C:8]([C:10]2[CH:15]=[CH:14][C:13]([C:16]3[N:17]=[CH:18][C:19]4[N:20]([C:22]([C:25]5[CH:26]=[C:27]([CH:33]=[CH:34][CH:35]=5)[C:28]([O:30]CC)=[O:29])=[CH:23][N:24]=4)[CH:21]=3)=[CH:12][CH:11]=2)=[O:9])[CH2:4][CH2:3]1.[Li+].[OH-]. Product: [CH3:1][N:2]1[CH2:7][CH2:6][N:5]([C:8]([C:10]2[CH:11]=[CH:12][C:13]([C:16]3[N:17]=[CH:18][C:19]4[N:20]([C:22]([C:25]5[CH:26]=[C:27]([CH:33]=[CH:34][CH:35]=5)[C:28]([OH:30])=[O:29])=[CH:23][N:24]=4)[CH:21]=3)=[CH:14][CH:15]=2)=[O:9])[CH2:4][CH2:3]1. The catalyst class is: 87. (4) Reactant: [CH:1]1([C:4]2[N:8]([C:9]3[CH:14]=[CH:13][C:12]([NH:15][C:16]([C:18]4[C:19]([CH3:24])=[N:20][CH:21]=[N:22][CH:23]=4)=[O:17])=[CH:11][C:10]=3[F:25])[N:7]=[C:6]([C:26]([F:29])([F:28])[F:27])[CH:5]=2)[CH2:3][CH2:2]1.[H-].[Na+].[CH3:32]I. Product: [CH:1]1([C:4]2[N:8]([C:9]3[CH:14]=[CH:13][C:12]([N:15]([CH3:32])[C:16]([C:18]4[C:19]([CH3:24])=[N:20][CH:21]=[N:22][CH:23]=4)=[O:17])=[CH:11][C:10]=3[F:25])[N:7]=[C:6]([C:26]([F:28])([F:27])[F:29])[CH:5]=2)[CH2:3][CH2:2]1. The catalyst class is: 1. (5) Reactant: [CH3:1][O:2][C:3](=[O:33])[CH2:4][C@H:5]1[C:9]2[CH:10]=[CH:11][C:12]([O:14][C@H:15]3[C:23]4[C:18](=[C:19]([O:25][C:26]5[CH:31]=[CH:30][C:29]([OH:32])=[CH:28][CH:27]=5)[CH:20]=[CH:21][C:22]=4[F:24])[CH2:17][CH2:16]3)=[CH:13][C:8]=2[O:7][CH2:6]1.[CH3:34][O:35][CH2:36][CH2:37]OS(C1C=CC(C)=CC=1)(=O)=O.C(=O)([O-])[O-].[Cs+].[Cs+]. Product: [CH3:1][O:2][C:3](=[O:33])[CH2:4][C@H:5]1[C:9]2[CH:10]=[CH:11][C:12]([O:14][C@H:15]3[C:23]4[C:18](=[C:19]([O:25][C:26]5[CH:27]=[CH:28][C:29]([O:32][CH2:37][CH2:36][O:35][CH3:34])=[CH:30][CH:31]=5)[CH:20]=[CH:21][C:22]=4[F:24])[CH2:17][CH2:16]3)=[CH:13][C:8]=2[O:7][CH2:6]1. The catalyst class is: 35. (6) Reactant: [CH2:1]([O:4][C:5](=[O:34])[CH2:6][CH2:7][CH2:8][O:9][C:10]1[CH:11]=[CH:12][C:13]2[C:26](=[O:27])[CH:25]=[C:24]3[C:15](=[N:16][C:17]4[C:22]([O:23]3)=[CH:21][C:20]([N:28]([CH2:31][CH3:32])[CH2:29][CH3:30])=[CH:19][CH:18]=4)[C:14]=2[CH:33]=1)[CH:2]=[CH2:3].C(N(C(C)C)C(C)C)C.[Br:44]COC(=O)C. Product: [CH2:1]([O:4][C:5](=[O:34])[CH2:6][CH2:7][CH2:8][O:9][C:10]1[CH:11]=[CH:12][C:13]2[C:26](=[O:27])[C:25]([Br:44])=[C:24]3[C:15](=[N:16][C:17]4[C:22]([O:23]3)=[CH:21][C:20]([N:28]([CH2:29][CH3:30])[CH2:31][CH3:32])=[CH:19][CH:18]=4)[C:14]=2[CH:33]=1)[CH:2]=[CH2:3]. The catalyst class is: 550. (7) Reactant: [NH2:1][C:2]1[C:11]2[N:12]=[C:13]([CH2:22][CH3:23])[N:14]([CH2:15][CH:16]3[CH2:21][CH2:20][O:19][CH2:18][CH2:17]3)[C:10]=2[C:9]2[CH:8]=[CH:7][C:6]([O:24][CH2:25][CH2:26][NH:27]C(=O)OC(C)(C)C)=[CH:5][C:4]=2[N:3]=1.[ClH:35]. Product: [ClH:35].[ClH:35].[NH2:27][CH2:26][CH2:25][O:24][C:6]1[CH:7]=[CH:8][C:9]2[C:10]3[N:14]([CH2:15][CH:16]4[CH2:21][CH2:20][O:19][CH2:18][CH2:17]4)[C:13]([CH2:22][CH3:23])=[N:12][C:11]=3[C:2]([NH2:1])=[N:3][C:4]=2[CH:5]=1. The catalyst class is: 8.